This data is from Full USPTO retrosynthesis dataset with 1.9M reactions from patents (1976-2016). The task is: Predict the reactants needed to synthesize the given product. (1) Given the product [CH3:29][O:30][C:31]1[N:36]=[C:35]([CH3:37])[C:34]([C:2]2[C:3]3[CH:10]=[C:9]([CH2:11][O:12][C:13]4[CH:18]=[CH:17][C:16]([C@@H:19]([C:26]#[C:27][CH3:28])[CH2:20][C:21]([O:23][CH2:24][CH3:25])=[O:22])=[CH:15][CH:14]=4)[CH:8]=[CH:7][C:4]=3[S:5][CH:6]=2)=[CH:33][CH:32]=1, predict the reactants needed to synthesize it. The reactants are: Br[C:2]1[C:3]2[CH:10]=[C:9]([CH2:11][O:12][C:13]3[CH:18]=[CH:17][C:16]([C@@H:19]([C:26]#[C:27][CH3:28])[CH2:20][C:21]([O:23][CH2:24][CH3:25])=[O:22])=[CH:15][CH:14]=3)[CH:8]=[CH:7][C:4]=2[S:5][CH:6]=1.[CH3:29][O:30][C:31]1[N:36]=[C:35]([CH3:37])[C:34](B(O)O)=[CH:33][CH:32]=1.C([O-])([O-])=O.[Cs+].[Cs+]. (2) Given the product [C:1]([O:5][C:6](=[O:27])[NH:7][C@H:8]([C:11]1[CH:16]=[CH:15][C:14]([OH:17])=[CH:13][C:12]=1[O:25][CH3:26])[CH2:9][OH:10])([CH3:4])([CH3:3])[CH3:2], predict the reactants needed to synthesize it. The reactants are: [C:1]([O:5][C:6](=[O:27])[NH:7][C@H:8]([C:11]1[CH:16]=[CH:15][C:14]([O:17]CC2C=CC=CC=2)=[CH:13][C:12]=1[O:25][CH3:26])[CH2:9][OH:10])([CH3:4])([CH3:3])[CH3:2].